Dataset: Full USPTO retrosynthesis dataset with 1.9M reactions from patents (1976-2016). Task: Predict the reactants needed to synthesize the given product. (1) Given the product [F:11][C:12]1[CH:17]=[CH:16][C:15]([C:2]2[CH:7]=[CH:6][C:5]([CH2:8][C:9]#[N:10])=[CH:4][CH:3]=2)=[CH:14][CH:13]=1, predict the reactants needed to synthesize it. The reactants are: Br[C:2]1[CH:7]=[CH:6][C:5]([CH2:8][C:9]#[N:10])=[CH:4][CH:3]=1.[F:11][C:12]1[CH:17]=[CH:16][C:15](B(O)O)=[CH:14][CH:13]=1.C(=O)([O-])[O-].[Na+].[Na+]. (2) Given the product [N:13]1[CH:14]=[CH:15][CH:16]=[C:11]([C:9]2[S:10][C:6]([C:4]([OH:5])=[O:3])=[C:7]([C:17]([F:19])([F:20])[F:18])[N:8]=2)[CH:12]=1, predict the reactants needed to synthesize it. The reactants are: C([O:3][C:4]([C:6]1[S:10][C:9]([C:11]2[CH:12]=[N:13][CH:14]=[CH:15][CH:16]=2)=[N:8][C:7]=1[C:17]([F:20])([F:19])[F:18])=[O:5])C.[OH-].[Na+]. (3) Given the product [F:27][C:26]([F:29])([F:28])[C:25]([CH2:24][S:9][C:5]1[NH:6][CH:7]=[N:8][C:4]=1[N+:1]([O-:3])=[O:2])=[O:30], predict the reactants needed to synthesize it. The reactants are: [N+:1]([C:4]1[NH:8][CH:7]=[N:6][C:5]=1[SH:9])([O-:3])=[O:2].C(P(CCCC)CCCC)CCC.Br[CH2:24][C:25](=[O:30])[C:26]([F:29])([F:28])[F:27]. (4) Given the product [CH:11]1([C:17]([CH:6]2[C:7](=[O:8])[O:9][C:2]([CH3:10])([CH3:1])[O:3][C:4]2=[O:5])=[O:18])[CH2:16][CH2:15][CH2:14][CH2:13][CH2:12]1, predict the reactants needed to synthesize it. The reactants are: [CH3:1][C:2]1([CH3:10])[O:9][C:7](=[O:8])[CH2:6][C:4](=[O:5])[O:3]1.[CH:11]1([C:17](Cl)=[O:18])[CH2:16][CH2:15][CH2:14][CH2:13][CH2:12]1. (5) Given the product [CH2:1]([O:3][C:4]([C:6]1[C:10]([C:11]([O:13][CH2:14][CH3:15])=[O:12])=[C:9]([N:16]=[CH:23][C:19]2[S:18][CH:22]=[CH:21][CH:20]=2)[S:8][C:7]=1[NH2:17])=[O:5])[CH3:2], predict the reactants needed to synthesize it. The reactants are: [CH2:1]([O:3][C:4]([C:6]1[C:10]([C:11]([O:13][CH2:14][CH3:15])=[O:12])=[C:9]([NH2:16])[S:8][C:7]=1[NH2:17])=[O:5])[CH3:2].[S:18]1[CH:22]=[CH:21][CH:20]=[C:19]1[CH:23]=O. (6) Given the product [F:18][C:13]1[CH:14]=[CH:15][CH:16]=[CH:17][C:12]=1[C:4]1[N:3]=[C:2]([N:19]2[C:27]3[CH:26]=[CH:25][N:24]=[CH:23][C:22]=3[CH:21]=[CH:20]2)[C:11]2[C:6](=[CH:7][CH:8]=[CH:9][CH:10]=2)[N:5]=1, predict the reactants needed to synthesize it. The reactants are: Cl[C:2]1[C:11]2[C:6](=[CH:7][CH:8]=[CH:9][CH:10]=2)[N:5]=[C:4]([C:12]2[CH:17]=[CH:16][CH:15]=[CH:14][C:13]=2[F:18])[N:3]=1.[NH:19]1[C:27]2[CH:26]=[CH:25][N:24]=[CH:23][C:22]=2[CH:21]=[CH:20]1.C(=O)([O-])[O-].[Cs+].[Cs+].